This data is from Full USPTO retrosynthesis dataset with 1.9M reactions from patents (1976-2016). The task is: Predict the reactants needed to synthesize the given product. (1) Given the product [OH:7][CH2:6][C:8]1[S:12][C:11]([CH2:13][CH2:14][C:15]2[N:16]=[C:17]([NH:20][C:21](=[O:23])[CH3:22])[S:18][CH:19]=2)=[CH:10][CH:9]=1, predict the reactants needed to synthesize it. The reactants are: N1([C:6]([C:8]2[S:12][C:11]([CH2:13][CH2:14][C:15]3[N:16]=[C:17]([NH:20][C:21](=[O:23])[CH3:22])[S:18][CH:19]=3)=[CH:10][CH:9]=2)=[O:7])C=CN=C1.O.[BH4-].[Na+]. (2) Given the product [Cl:1][C:2]1[C:10]2[C:5](=[CH:6][CH:7]=[C:8]([O:11][CH3:12])[CH:9]=2)[NH:4][C:3]=1[C:13]([NH:16][OH:17])=[NH:14], predict the reactants needed to synthesize it. The reactants are: [Cl:1][C:2]1[C:10]2[C:5](=[CH:6][CH:7]=[C:8]([O:11][CH3:12])[CH:9]=2)[NH:4][C:3]=1[C:13]#[N:14].Cl.[NH2:16][OH:17].C(N(CC)CC)C. (3) Given the product [CH2:1]([C:3]1[CH:4]=[C:5]([CH2:27][N:28]2[CH2:31][CH:30]([C:32]([OH:34])=[O:33])[CH2:29]2)[S:6][C:7]=1[C:8]1[N:12]=[C:11]([C:13]2[CH:18]=[CH:17][C:16]([O:19][C:20]3[CH:25]=[CH:24][CH:23]=[CH:22][CH:21]=3)=[C:15]([F:26])[CH:14]=2)[O:10][N:9]=1)[CH3:2], predict the reactants needed to synthesize it. The reactants are: [CH2:1]([C:3]1[CH:4]=[C:5]([CH2:27][N:28]2[CH2:31][CH:30]([C:32]([O:34]C)=[O:33])[CH2:29]2)[S:6][C:7]=1[C:8]1[N:12]=[C:11]([C:13]2[CH:18]=[CH:17][C:16]([O:19][C:20]3[CH:25]=[CH:24][CH:23]=[CH:22][CH:21]=3)=[C:15]([F:26])[CH:14]=2)[O:10][N:9]=1)[CH3:2].[OH-].[Na+].